From a dataset of Full USPTO retrosynthesis dataset with 1.9M reactions from patents (1976-2016). Predict the reactants needed to synthesize the given product. (1) Given the product [Cl:16][C:17]1[N:22]=[C:21]2[N:23]=[C:24]([CH2:26][N:27]3[CH2:32][CH2:31][O:30][CH2:29][CH2:28]3)[N:25]([C:9]([O:11][C:12]([CH3:13])([CH3:14])[CH3:15])=[O:10])[C:20]2=[CH:19][CH:18]=1, predict the reactants needed to synthesize it. The reactants are: [C:9](O[C:9]([O:11][C:12]([CH3:15])([CH3:14])[CH3:13])=[O:10])([O:11][C:12]([CH3:15])([CH3:14])[CH3:13])=[O:10].[Cl:16][C:17]1[N:22]=[C:21]2[N:23]=[C:24]([CH2:26][N:27]3[CH2:32][CH2:31][O:30][CH2:29][CH2:28]3)[NH:25][C:20]2=[CH:19][CH:18]=1.CN(C1C=CC=CN=1)C. (2) The reactants are: [CH2:1]([C:4]1[CH:9]=[CH:8][N:7]=[C:6]([C:10]#[N:11])[CH:5]=1)[CH2:2][CH3:3].[OH-:12].[Na+].OO. Given the product [CH2:1]([C:4]1[CH:9]=[CH:8][N:7]=[C:6]([C:10]([NH2:11])=[O:12])[CH:5]=1)[CH2:2][CH3:3], predict the reactants needed to synthesize it.